From a dataset of CYP1A2 inhibition data for predicting drug metabolism from PubChem BioAssay. Regression/Classification. Given a drug SMILES string, predict its absorption, distribution, metabolism, or excretion properties. Task type varies by dataset: regression for continuous measurements (e.g., permeability, clearance, half-life) or binary classification for categorical outcomes (e.g., BBB penetration, CYP inhibition). Dataset: cyp1a2_veith. The compound is CCCN1C(=O)C2(/C(=C(\O)c3ccc4c(c3)OCCO4)C(=O)C(=O)N2CCCOC)c2ccccc21. The result is 0 (non-inhibitor).